Predict the reactants needed to synthesize the given product. From a dataset of Full USPTO retrosynthesis dataset with 1.9M reactions from patents (1976-2016). (1) Given the product [F:29][CH:2]([F:1])[O:3][C:4]1[CH:9]=[CH:8][CH:7]=[CH:6][C:5]=1[CH2:10][S:11]([CH2:14][C@H:15]([OH:28])[C:16]([NH:18][C@H:19]([CH:20]=[O:21])[CH2:26][CH3:27])=[O:17])(=[O:13])=[O:12], predict the reactants needed to synthesize it. The reactants are: [F:1][CH:2]([F:29])[O:3][C:4]1[CH:9]=[CH:8][CH:7]=[CH:6][C:5]=1[CH2:10][S:11]([CH2:14][C@H:15]([OH:28])[C:16]([NH:18][C@@H:19]([CH2:26][CH3:27])[C:20](N(OC)C)=[O:21])=[O:17])(=[O:13])=[O:12].[H-].[H-].[H-].[H-].[Li+].[Al+3].C(OCC)(=O)C.[NH4+].[Cl-]. (2) Given the product [NH2:18][C:2]1[C:3]2[CH:10]=[CH:9][N:8]([CH:11]3[CH2:15][CH:14]([CH2:16][OH:17])[CH:13]=[CH:12]3)[C:4]=2[N:5]=[CH:6][N:7]=1, predict the reactants needed to synthesize it. The reactants are: Cl[C:2]1[C:3]2[CH:10]=[CH:9][N:8]([CH:11]3[CH2:15][CH:14]([CH2:16][OH:17])[CH:13]=[CH:12]3)[C:4]=2[N:5]=[CH:6][N:7]=1.[NH3:18]. (3) Given the product [Cl:11][C:4]1[N:3]=[C:2]([C:19]#[N:20])[C:7]([N+:8]([O-:10])=[O:9])=[CH:6][CH:5]=1, predict the reactants needed to synthesize it. The reactants are: Cl[C:2]1[C:7]([N+:8]([O-:10])=[O:9])=[CH:6][CH:5]=[C:4]([Cl:11])[N:3]=1.C1COCC1.[C-]#[Si+].[C:19]([Cu])#[N:20]. (4) Given the product [C:11]([C:8]1([C:5]2[CH:4]=[CH:3][C:2]([NH:1][C:18](=[O:19])[C:17]3[CH:21]=[CH:22][C:23]([O:24][CH3:25])=[C:15]([O:14][CH3:13])[CH:16]=3)=[CH:7][CH:6]=2)[CH2:9][CH2:10]1)#[N:12], predict the reactants needed to synthesize it. The reactants are: [NH2:1][C:2]1[CH:7]=[CH:6][C:5]([C:8]2([C:11]#[N:12])[CH2:10][CH2:9]2)=[CH:4][CH:3]=1.[CH3:13][O:14][C:15]1[CH:16]=[C:17]([CH:21]=[CH:22][C:23]=1[O:24][CH3:25])[C:18](Cl)=[O:19].C(N(CC)CC)C. (5) Given the product [F:14][C:8]1[CH:9]=[CH:10][CH:11]=[C:12]([F:13])[C:7]=1[C:5]1[O:6][C:2]([C:18]2[CH:23]=[CH:22][CH:21]=[CH:20][CH:19]=2)=[C:3]([C:15]([NH2:17])=[O:16])[N:4]=1, predict the reactants needed to synthesize it. The reactants are: Br[C:2]1[O:6][C:5]([C:7]2[C:12]([F:13])=[CH:11][CH:10]=[CH:9][C:8]=2[F:14])=[N:4][C:3]=1[C:15]([NH2:17])=[O:16].[C:18]1(B(O)O)[CH:23]=[CH:22][CH:21]=[CH:20][CH:19]=1.C(=O)([O-])[O-].[Na+].[Na+]. (6) Given the product [CH2:27]([N:4]1[C:5]2[C:10](=[CH:9][CH:8]=[C:7]([C:11]3[CH:16]=[N:15][C:14]([CH3:17])=[N:13][CH:12]=3)[CH:6]=2)[C:2]([CH3:19])([CH3:1])[C:3]1=[O:18])[CH3:28], predict the reactants needed to synthesize it. The reactants are: [CH3:1][C:2]1([CH3:19])[C:10]2[C:5](=[CH:6][C:7]([C:11]3[CH:12]=[N:13][C:14]([CH3:17])=[N:15][CH:16]=3)=[CH:8][CH:9]=2)[NH:4][C:3]1=[O:18].C(=O)([O-])[O-].[Cs+].[Cs+].Br[CH2:27][CH3:28]. (7) The reactants are: C(OC(=O)[NH:7][C@H:8]([CH2:12][NH:13][C:14]([C:16]1[C:21]([NH2:22])=[N:20][C:19]([NH2:23])=[C:18]([Cl:24])[N:17]=1)=[O:15])[CH2:9][CH2:10][CH3:11])(C)(C)C.Cl. Given the product [ClH:24].[NH2:7][C@@H:8]([CH2:9][CH2:10][CH3:11])[CH2:12][NH:13][C:14]([C:16]1[C:21]([NH2:22])=[N:20][C:19]([NH2:23])=[C:18]([Cl:24])[N:17]=1)=[O:15], predict the reactants needed to synthesize it.